Dataset: Full USPTO retrosynthesis dataset with 1.9M reactions from patents (1976-2016). Task: Predict the reactants needed to synthesize the given product. (1) The reactants are: [F:1][C:2]([F:30])([F:29])[C:3]1[CH:8]=[CH:7][N:6]=[C:5]([NH:9][C:10]2[CH:11]=[C:12]([C:16]3[S:20][C:19]([NH:21]C(=O)OC(C)(C)C)=[N:18][CH:17]=3)[CH:13]=[CH:14][CH:15]=2)[N:4]=1.FC(F)(F)C(O)=O. Given the product [NH2:21][C:19]1[S:20][C:16]([C:12]2[CH:11]=[C:10]([NH:9][C:5]3[N:4]=[C:3]([C:2]([F:30])([F:29])[F:1])[CH:8]=[CH:7][N:6]=3)[CH:15]=[CH:14][CH:13]=2)=[CH:17][N:18]=1, predict the reactants needed to synthesize it. (2) Given the product [OH:25][CH:26]1[CH2:31][CH2:30][CH2:29][N:28]([CH2:22][C:17]2[CH:16]=[C:15]3[C:20]([CH:21]=[C:12]([C:10]4[N:11]=[C:7]([C:4]5[CH:3]=[CH:2][N:1]=[CH:6][CH:5]=5)[S:8][CH:9]=4)[C:13](=[O:24])[NH:14]3)=[CH:19][CH:18]=2)[CH2:27]1, predict the reactants needed to synthesize it. The reactants are: [N:1]1[CH:6]=[CH:5][C:4]([C:7]2[S:8][CH:9]=[C:10]([C:12]3[C:13](=[O:24])[NH:14][C:15]4[C:20]([CH:21]=3)=[CH:19][CH:18]=[C:17]([CH:22]=O)[CH:16]=4)[N:11]=2)=[CH:3][CH:2]=1.[OH:25][CH:26]1[CH2:31][CH2:30][CH2:29][NH:28][CH2:27]1. (3) Given the product [CH2:1]([N:3]([CH2:4][CH3:5])[CH2:11][CH2:12][CH2:13][N:14]([CH3:15])[C:16](=[O:17])[O:18][CH:19]([CH2:38][CH2:39][CH2:40][CH2:41][CH2:42][CH2:43][CH2:44][CH2:45]/[CH:46]=[CH:47]\[CH2:48]/[CH:49]=[CH:50]\[CH2:51][CH2:52][CH2:53][CH2:54][CH3:55])[CH2:20][CH2:21][CH2:22][CH2:23][CH2:24][CH2:25][CH2:26][CH2:27]/[CH:28]=[CH:29]\[CH2:30]/[CH:31]=[CH:32]\[CH2:33][CH2:34][CH2:35][CH2:36][CH3:37])[CH3:2], predict the reactants needed to synthesize it. The reactants are: [CH2:1]([NH:3][CH2:4][CH3:5])[CH3:2].CS(O[CH2:11][CH2:12][CH2:13][N:14]([C:16]([O:18][CH:19]([CH2:38][CH2:39][CH2:40][CH2:41][CH2:42][CH2:43][CH2:44][CH2:45]/[CH:46]=[CH:47]\[CH2:48]/[CH:49]=[CH:50]\[CH2:51][CH2:52][CH2:53][CH2:54][CH3:55])[CH2:20][CH2:21][CH2:22][CH2:23][CH2:24][CH2:25][CH2:26][CH2:27]/[CH:28]=[CH:29]\[CH2:30]/[CH:31]=[CH:32]\[CH2:33][CH2:34][CH2:35][CH2:36][CH3:37])=[O:17])[CH3:15])(=O)=O. (4) Given the product [CH3:12][C:10]1[C:9]([NH2:13])=[C:8]2[C:3]([C:4]([NH:16][C:17]3[CH:22]=[CH:21][CH:20]=[C:19]([C:23]([F:26])([F:24])[F:25])[CH:18]=3)=[N:5][CH:6]=[N:7]2)=[CH:2][CH:11]=1, predict the reactants needed to synthesize it. The reactants are: Br[C:2]1[CH:11]=[C:10]([CH3:12])[C:9]([N+:13]([O-])=O)=[C:8]2[C:3]=1[C:4]([NH:16][C:17]1[CH:22]=[CH:21][CH:20]=[C:19]([C:23]([F:26])([F:25])[F:24])[CH:18]=1)=[N:5][CH:6]=[N:7]2. (5) The reactants are: [N:1]([CH:4]([C:6]1[CH:7]=[C:8]([Cl:26])[C:9]([CH3:25])=[C:10]([C:20]([NH:22][CH2:23][CH3:24])=[O:21])[C:11]=1[C:12]1[CH:17]=[C:16]([F:18])[CH:15]=[C:14]([F:19])[CH:13]=1)[CH3:5])=[N+]=[N-].CP(C)C. Given the product [NH2:1][CH:4]([C:6]1[CH:7]=[C:8]([Cl:26])[C:9]([CH3:25])=[C:10]([C:20]([NH:22][CH2:23][CH3:24])=[O:21])[C:11]=1[C:12]1[CH:13]=[C:14]([F:19])[CH:15]=[C:16]([F:18])[CH:17]=1)[CH3:5], predict the reactants needed to synthesize it. (6) Given the product [CH:1]([CH:4]1[CH2:9][NH:8][C:7]2[CH:11]=[C:12]([CH3:15])[CH:13]=[CH:14][C:6]=2[O:5]1)([CH3:3])[CH3:2], predict the reactants needed to synthesize it. The reactants are: [CH:1]([CH:4]1[C:9](=O)[NH:8][C:7]2[CH:11]=[C:12]([CH3:15])[CH:13]=[CH:14][C:6]=2[O:5]1)([CH3:3])[CH3:2].[H-].[Al+3].[Li+].[H-].[H-].[H-].[OH-].[Na+].S([O-])([O-])(=O)=O.[Mg+2].